Dataset: Full USPTO retrosynthesis dataset with 1.9M reactions from patents (1976-2016). Task: Predict the reactants needed to synthesize the given product. Given the product [O:4]1[C:5]2([CH2:10][CH2:9][CH:8]([O:11][C:12]3[N:17]=[C:16]([C:18]([F:20])([F:21])[F:19])[N:15]=[C:14]([CH2:22][OH:23])[CH:13]=3)[CH2:7][CH2:6]2)[O:1][CH2:2][CH2:3]1, predict the reactants needed to synthesize it. The reactants are: [O:1]1[C:5]2([CH2:10][CH2:9][CH:8]([O:11][C:12]3[N:17]=[C:16]([C:18]([F:21])([F:20])[F:19])[N:15]=[C:14]([CH:22]=[O:23])[CH:13]=3)[CH2:7][CH2:6]2)[O:4][CH2:3][CH2:2]1.[BH4-].[Na+].